From a dataset of Reaction yield outcomes from USPTO patents with 853,638 reactions. Predict the reaction yield, written as a fraction of the theoretical maximum amount of product (1.0 means a 100% yield; for example, 0.34 means a 34% yield). (1) The reactants are [CH:1](=O)[C:2]1[C:3]([O:8][CH3:9])=[CH:4][CH:5]=[CH:6][CH:7]=1.C[O-].[K+].[CH2:14]([N:21]1[CH2:26][CH2:25][CH:24]([CH:27]=[O:28])[CH2:23][CH2:22]1)[C:15]1[CH:20]=[CH:19][CH:18]=[CH:17][CH:16]=1.O. The catalyst is CO.C(OCC)(=O)C. The product is [CH2:14]([N:21]1[CH2:26][CH2:25][CH:24]([C:27](=[O:28])[CH2:1][C:2]2[CH:7]=[CH:6][CH:5]=[CH:4][C:3]=2[O:8][CH3:9])[CH2:23][CH2:22]1)[C:15]1[CH:20]=[CH:19][CH:18]=[CH:17][CH:16]=1. The yield is 0.160. (2) The reactants are [NH2:1][CH2:2][CH2:3][CH2:4][CH2:5][CH2:6][C:7]([N:9]1[CH2:13][CH:12]([OH:14])[CH:11]([CH:15]([C:34]2[CH:39]=[CH:38][CH:37]=[CH:36][CH:35]=2)[O:16][CH:17]([C:26]2[CH:31]=[CH:30][C:29]([O:32][CH3:33])=[CH:28][CH:27]=2)[C:18]2[CH:23]=[CH:22][C:21]([O:24][CH3:25])=[CH:20][CH:19]=2)[CH2:10]1)=[O:8].C(N(CC)CC)C.[CH3:47][C@@H:48]([C@@H:55]1[C@@:59]2([CH3:77])[CH2:60][CH2:61][CH:62]3[C@@:67]4([CH3:76])[CH2:68][CH2:69][CH:70]([O:72][C:73](Cl)=[O:74])[CH2:71][C:66]4=[CH:65][CH2:64][CH:63]3[CH:58]2[CH2:57][CH2:56]1)[CH2:49][CH2:50][CH2:51][CH:52]([CH3:54])[CH3:53].CO.C(Cl)(Cl)Cl. The catalyst is ClCCl. The product is [CH3:47][CH:48]([CH:55]1[C:59]2([CH3:77])[CH:58]([CH:63]3[CH:62]([CH2:61][CH2:60]2)[C:67]2([CH3:76])[C:66]([CH2:71][CH:70]([O:72][C:73](=[O:74])[NH:1][CH2:2][CH2:3][CH2:4][CH2:5][CH2:6][C:7]([N:9]4[CH2:13][CH:12]([OH:14])[CH:11]([CH:15]([C:34]5[CH:39]=[CH:38][CH:37]=[CH:36][CH:35]=5)[O:16][CH:17]([C:26]5[CH:31]=[CH:30][C:29]([O:32][CH3:33])=[CH:28][CH:27]=5)[C:18]5[CH:23]=[CH:22][C:21]([O:24][CH3:25])=[CH:20][CH:19]=5)[CH2:10]4)=[O:8])[CH2:69][CH2:68]2)=[CH:65][CH2:64]3)[CH2:57][CH2:56]1)[CH2:49][CH2:50][CH2:51][CH:52]([CH3:53])[CH3:54]. The yield is 0.880. (3) The reactants are [C:1]([CH2:4][O:5][C:6]1[CH:16]=[CH:15][C:14]([S:17](Cl)(=[O:19])=[O:18])=[CH:13][C:7]=1[O:8][CH2:9][C:10]([NH2:12])=[O:11])(=[O:3])[NH2:2].[CH3:21][O:22][C:23]1[CH:29]=[CH:28][C:26]([NH2:27])=[C:25]([N+:30]([O-:32])=[O:31])[CH:24]=1. The catalyst is N1C=CC=CC=1. The product is [C:10]([CH2:9][O:8][C:7]1[CH:13]=[C:14]([S:17]([NH:27][C:26]2[CH:28]=[CH:29][C:23]([O:22][CH3:21])=[CH:24][C:25]=2[N+:30]([O-:32])=[O:31])(=[O:19])=[O:18])[CH:15]=[CH:16][C:6]=1[O:5][CH2:4][C:1]([NH2:2])=[O:3])(=[O:11])[NH2:12]. The yield is 0.230. (4) The reactants are [S:1]1[C:5]2([CH2:10][CH2:9][S:8][CH2:7][CH2:6]2)[CH2:4][N:3]=[C:2]1[C:11]1[NH:12][C:13]2[C:18]([CH:19]=1)=[CH:17][C:16]([O:20][CH2:21][CH2:22][O:23][CH3:24])=[CH:15][C:14]=2[N:25]([CH3:35])[S:26]([C:29]1[CH:34]=[CH:33][CH:32]=[CH:31][N:30]=1)(=[O:28])=[O:27].[OH:36]OS([O-])=O.[K+].S([O-])([O-])=O.[Na+].[Na+]. The catalyst is CO.O.ClCCl. The product is [CH3:24][O:23][CH2:22][CH2:21][O:20][C:16]1[CH:17]=[C:18]2[C:13](=[C:14]([N:25]([CH3:35])[S:26]([C:29]3[CH:34]=[CH:33][CH:32]=[CH:31][N:30]=3)(=[O:27])=[O:28])[CH:15]=1)[NH:12][C:11]([C:2]1[S:1][C:5]3([CH2:6][CH2:7][S:8](=[O:36])[CH2:9][CH2:10]3)[CH2:4][N:3]=1)=[CH:19]2. The yield is 0.200. (5) The reactants are [OH-].[K+].[OH:3][CH2:4][C:5]([OH:7])=[O:6].Cl[C:9]1[C:18]2[C:13](=[CH:14][C:15]([O:19][CH3:20])=[CH:16][CH:17]=2)[N:12]=[CH:11][CH:10]=1.Cl. The catalyst is CS(C)=O. The product is [CH3:20][O:19][C:15]1[CH:14]=[C:13]2[C:18]([C:9]([O:3][CH2:4][C:5]([OH:7])=[O:6])=[CH:10][CH:11]=[N:12]2)=[CH:17][CH:16]=1. The yield is 0.360.